This data is from Forward reaction prediction with 1.9M reactions from USPTO patents (1976-2016). The task is: Predict the product of the given reaction. (1) Given the reactants [ClH:1].O1CCOCC1.[CH2:8]([O:15][C:16]([NH:18][C@@H:19]([CH2:37][CH2:38][CH2:39][NH:40][C:41](=[O:65])[C@H:42]([CH2:51][CH2:52][CH2:53][NH:54][C:55]([O:57][CH2:58][C:59]1[CH:64]=[CH:63][CH:62]=[CH:61][CH:60]=1)=[O:56])[NH:43]C(OC(C)(C)C)=O)[CH2:20][C:21]([NH:23][CH2:24][CH2:25][NH:26][C:27](=[O:36])[O:28][CH2:29][C:30]1[CH:35]=[CH:34][CH:33]=[CH:32][CH:31]=1)=[O:22])=[O:17])[C:9]1[CH:14]=[CH:13][CH:12]=[CH:11][CH:10]=1, predict the reaction product. The product is: [ClH:1].[NH2:43][C@H:42]([C:41](=[O:65])[NH:40][CH2:39][CH2:38][CH2:37][C@H:19]([NH:18][C:16]([O:15][CH2:8][C:9]1[CH:14]=[CH:13][CH:12]=[CH:11][CH:10]=1)=[O:17])[CH2:20][C:21](=[O:22])[NH:23][CH2:24][CH2:25][NH:26][C:27](=[O:36])[O:28][CH2:29][C:30]1[CH:31]=[CH:32][CH:33]=[CH:34][CH:35]=1)[CH2:51][CH2:52][CH2:53][NH:54][C:55](=[O:56])[O:57][CH2:58][C:59]1[CH:60]=[CH:61][CH:62]=[CH:63][CH:64]=1. (2) Given the reactants [CH3:1][N:2]([CH3:17])[CH2:3][CH2:4][N:5]1[C:13]2[C:8](=[C:9]([N+:14]([O-])=O)[CH:10]=[CH:11][CH:12]=2)[CH:7]=[N:6]1.[Cl-].[NH4+].[O:20]([C:27]1[CH:32]=[CH:31][C:30]([CH2:33][C:34](O)=[O:35])=[CH:29][CH:28]=1)[C:21]1[CH:26]=[CH:25][CH:24]=[CH:23][CH:22]=1, predict the reaction product. The product is: [CH3:1][N:2]([CH3:17])[CH2:3][CH2:4][N:5]1[C:13]2[C:8](=[C:9]([NH:14][C:34](=[O:35])[CH2:33][C:30]3[CH:31]=[CH:32][C:27]([O:20][C:21]4[CH:22]=[CH:23][CH:24]=[CH:25][CH:26]=4)=[CH:28][CH:29]=3)[CH:10]=[CH:11][CH:12]=2)[CH:7]=[N:6]1. (3) The product is: [CH3:24][O:23][C:13]1[C:11]2[N:12]=[C:8]([NH:7][C:5](=[O:6])[C:4]3[CH:25]=[CH:26][N:27]=[C:2]([NH:37][CH2:34][CH2:35][CH3:36])[CH:3]=3)[S:9][C:10]=2[C:16]([N:17]2[CH2:22][CH2:21][O:20][CH2:19][CH2:18]2)=[CH:15][CH:14]=1. Given the reactants Br[C:2]1[CH:3]=[C:4]([CH:25]=[CH:26][N:27]=1)[C:5]([NH:7][C:8]1[S:9][C:10]2[C:16]([N:17]3[CH2:22][CH2:21][O:20][CH2:19][CH2:18]3)=[CH:15][CH:14]=[C:13]([O:23][CH3:24])[C:11]=2[N:12]=1)=[O:6].C(=O)([O-])[O-].[Cs+].[Cs+].[CH2:34]([NH2:37])[CH2:35][CH3:36], predict the reaction product. (4) Given the reactants [Br:1][C:2]1[CH:3]=[CH:4][C:5]([O:9][CH3:10])=[C:6]([CH:8]=1)[NH2:7].N1C=CC=CC=1.[CH3:17][S:18](Cl)(=[O:20])=[O:19], predict the reaction product. The product is: [Br:1][C:2]1[CH:3]=[CH:4][C:5]([O:9][CH3:10])=[C:6]([NH:7][S:18]([CH3:17])(=[O:20])=[O:19])[CH:8]=1. (5) Given the reactants [Li].[OH-].[Na+].NC1NN=NN=1.N[CH2:11][CH2:12][C:13](O)=O.[CH2:16](N=C=NCCCN(C)C)[CH3:17].O[N:28]1[C:32]2[CH:33]=CC=C[C:31]=2N=N1, predict the reaction product. The product is: [CH:32]([N:28]([CH:12]([CH3:11])[CH3:13])[CH2:16][CH3:17])([CH3:31])[CH3:33]. (6) Given the reactants C([O:8][C:9](=[O:45])[CH2:10][CH2:11][CH:12]1[CH:17]([C:18](=[O:30])[NH:19][S:20]([CH2:23][C:24]2[CH:29]=[CH:28][CH:27]=[CH:26][CH:25]=2)(=[O:22])=[O:21])[CH2:16][CH2:15][N:14]([C:31]2[C:41]([C:42]#[N:43])=[CH:40][C:34]([C:35]([O:37][CH2:38][CH3:39])=[O:36])=[C:33]([CH3:44])[N:32]=2)[CH2:13]1)C1C=CC=CC=1, predict the reaction product. The product is: [CH2:23]([S:20]([NH:19][C:18]([CH:17]1[CH2:16][CH2:15][N:14]([C:31]2[C:41]([C:42]#[N:43])=[CH:40][C:34]([C:35]([O:37][CH2:38][CH3:39])=[O:36])=[C:33]([CH3:44])[N:32]=2)[CH2:13][CH:12]1[CH2:11][CH2:10][C:9]([OH:45])=[O:8])=[O:30])(=[O:21])=[O:22])[C:24]1[CH:25]=[CH:26][CH:27]=[CH:28][CH:29]=1.